From a dataset of Full USPTO retrosynthesis dataset with 1.9M reactions from patents (1976-2016). Predict the reactants needed to synthesize the given product. (1) Given the product [NH:20]1[C:21]2[C:17](=[C:16]([NH:13][C:14](=[O:15])[O:10][CH2:9][C:6]3[CH:5]=[CH:4][C:3]([C:2]([F:11])([F:12])[F:1])=[CH:8][CH:7]=3)[CH:24]=[CH:23][CH:22]=2)[CH:18]=[CH:19]1, predict the reactants needed to synthesize it. The reactants are: [F:1][C:2]([F:12])([F:11])[C:3]1[CH:8]=[CH:7][C:6]([CH2:9][OH:10])=[CH:5][CH:4]=1.[N:13]([C:16]1[CH:24]=[CH:23][CH:22]=[C:21]2[C:17]=1[CH:18]=[CH:19][NH:20]2)=[C:14]=[O:15].C(N(CC)CC)C. (2) Given the product [Cl:1][C:2]1[C:3]([C:12]2[CH:17]=[C:16]([O:18][N:28]3[N:29]=[C:30]([O:36][CH3:37])[CH:31]=[C:32]([O:34][CH3:35])[NH:33]3)[C:15]([Cl:19])=[CH:14][C:13]=2[F:20])=[N:4][N:5]([CH3:11])[C:6]=1[C:7]([F:8])([F:10])[F:9], predict the reactants needed to synthesize it. The reactants are: [Cl:1][C:2]1[C:3]([C:12]2[CH:17]=[C:16]([OH:18])[C:15]([Cl:19])=[CH:14][C:13]=2[F:20])=[N:4][N:5]([CH3:11])[C:6]=1[C:7]([F:10])([F:9])[F:8].C(=O)([O-])[O-].[K+].[K+].Cl[N:28]1[N:33]=[C:32]([O:34][CH3:35])[CH:31]=[C:30]([O:36][CH3:37])[NH:29]1.C(Cl)Cl. (3) The reactants are: CC[O:3][C:4]([C:6]1([CH3:17])[N:10]([C:11](=[O:13])[CH3:12])[CH:9]([C:14]([OH:16])=[O:15])[CH2:8][S:7]1)=[O:5].[OH-].[Na+]. Given the product [C:11]([N:10]1[CH:9]([C:14]([OH:16])=[O:15])[CH2:8][S:7][C:6]1([CH3:17])[C:4]([OH:5])=[O:3])(=[O:13])[CH3:12], predict the reactants needed to synthesize it. (4) The reactants are: [Br:1][C:2]1[CH:7]=[CH:6][C:5]([C:8]2[N:9]=[C:10]([C:22]([F:28])([F:27])[C:23]([F:26])([F:25])[F:24])[O:11][C:12]=2[C@@H:13]2[CH2:18][CH2:17][CH2:16][CH2:15][C@H:14]2[C:19](O)=[O:20])=[CH:4][CH:3]=1.BrC1C=CC(C2N=C(C3C=CC(F)=C(F)C=3)OC=2[C@@H]2CCCC[C@H]2C([NH:49][C:50]2([C:53]#[N:54])[CH2:52][CH2:51]2)=O)=CC=1. Given the product [Br:1][C:2]1[CH:3]=[CH:4][C:5]([C:8]2[N:9]=[C:10]([C:22]([F:27])([F:28])[C:23]([F:25])([F:24])[F:26])[O:11][C:12]=2[C@@H:13]2[CH2:18][CH2:17][CH2:16][CH2:15][C@H:14]2[C:19]([NH:49][C:50]2([C:53]#[N:54])[CH2:52][CH2:51]2)=[O:20])=[CH:6][CH:7]=1, predict the reactants needed to synthesize it. (5) Given the product [NH:1]1[C:9]2[C:4](=[CH:5][CH:6]=[CH:7][CH:8]=2)[C:3]([CH2:10][N:29]2[CH2:30][CH2:31][CH:27]([CH2:26][CH2:25][CH2:24][CH2:23][NH:22][C:20](=[O:21])[CH2:19][O:18][CH2:17][C:16]3[CH:32]=[CH:33][C:13]([F:12])=[CH:14][CH:15]=3)[CH2:28]2)=[CH:2]1, predict the reactants needed to synthesize it. The reactants are: [NH:1]1[C:9]2[C:4](=[CH:5][CH:6]=[CH:7][CH:8]=2)[C:3]([CH:10]=O)=[CH:2]1.[F:12][C:13]1[CH:33]=[CH:32][C:16]([CH2:17][O:18][CH2:19][C:20]([NH:22][CH2:23][CH2:24][CH2:25][CH2:26][CH:27]2[CH2:31][CH2:30][NH:29][CH2:28]2)=[O:21])=[CH:15][CH:14]=1.C(O[BH-](OC(=O)C)OC(=O)C)(=O)C.[Na+]. (6) Given the product [N:21]1[CH:26]=[CH:25][CH:24]=[CH:23][C:22]=1[CH2:27][C:28]([N:17]1[CH2:16][CH2:15][C:14]2[C:19](=[CH:20][C:11]([C:9]([NH:8][O:7][CH:2]3[CH2:3][CH2:4][CH2:5][CH2:6][O:1]3)=[O:10])=[CH:12][CH:13]=2)[CH2:18]1)=[O:29], predict the reactants needed to synthesize it. The reactants are: [O:1]1[CH2:6][CH2:5][CH2:4][CH2:3][CH:2]1[O:7][NH:8][C:9]([C:11]1[CH:20]=[C:19]2[C:14]([CH2:15][CH2:16][NH:17][CH2:18]2)=[CH:13][CH:12]=1)=[O:10].[N:21]1[CH:26]=[CH:25][CH:24]=[CH:23][C:22]=1[CH2:27][C:28](O)=[O:29].C1C=CC2N(O)N=NC=2C=1.C(Cl)CCl.